Dataset: Catalyst prediction with 721,799 reactions and 888 catalyst types from USPTO. Task: Predict which catalyst facilitates the given reaction. (1) Reactant: [C:1]([O:5][C:6](=[O:15])[NH:7][C:8]1[CH:13]=[CH:12][N:11]=[C:10]([Cl:14])[CH:9]=1)([CH3:4])([CH3:3])[CH3:2].[Li]C(C)(C)C.[CH2:21]1[O:23][CH2:22]1. Product: [C:1]([O:5][C:6](=[O:15])[NH:7][C:8]1[CH:13]=[CH:12][N:11]=[C:10]([Cl:14])[C:9]=1[CH2:21][CH2:22][OH:23])([CH3:4])([CH3:2])[CH3:3]. The catalyst class is: 1. (2) Reactant: [F:1][C:2]1[C:7]([F:8])=[CH:6][C:5]([C:9]2[CH:14]=[CH:13][C:12]([O:15][CH2:16][C:17]3[CH:18]=[C:19]([CH:22]=[CH:23][CH:24]=3)[CH:20]=[O:21])=[CH:11][CH:10]=2)=[C:4]([O:25][CH3:26])[CH:3]=1.[H-].[Al+3].[Li+].[H-].[H-].[H-].O. Product: [F:1][C:2]1[C:7]([F:8])=[CH:6][C:5]([C:9]2[CH:10]=[CH:11][C:12]([O:15][CH2:16][C:17]3[CH:18]=[C:19]([CH2:20][OH:21])[CH:22]=[CH:23][CH:24]=3)=[CH:13][CH:14]=2)=[C:4]([O:25][CH3:26])[CH:3]=1. The catalyst class is: 1. (3) Reactant: O=[CH:2][CH2:3][C@H:4]([NH:11][C:12](=[O:18])[O:13][C:14]([CH3:17])([CH3:16])[CH3:15])[C:5]1[CH:10]=[CH:9][CH:8]=[CH:7][CH:6]=1.Cl.[NH2:20][C:21]1([C:26]([O:28][CH3:29])=[O:27])[CH2:25][CH2:24][CH2:23][CH2:22]1.CCN(C(C)C)C(C)C.C([O-])(O)=O.[Na+]. Product: [C:14]([O:13][C:12]([NH:11][C@H:4]([C:5]1[CH:10]=[CH:9][CH:8]=[CH:7][CH:6]=1)[CH2:3][CH2:2][NH:20][C:21]1([C:26]([O:28][CH3:29])=[O:27])[CH2:25][CH2:24][CH2:23][CH2:22]1)=[O:18])([CH3:17])([CH3:16])[CH3:15]. The catalyst class is: 146. (4) Reactant: C([O-])([O-])=O.[K+].[K+].[Br:7][C:8]1[CH:13]=[CH:12][C:11]([C:14]2[CH:19]=[CH:18][C:17]([OH:20])=[CH:16][CH:15]=2)=[CH:10][CH:9]=1.I[CH2:22][CH2:23][CH2:24][CH2:25][CH3:26]. Product: [Br:7][C:8]1[CH:9]=[CH:10][C:11]([C:14]2[CH:19]=[CH:18][C:17]([O:20][CH2:22][CH2:23][CH2:24][CH2:25][CH3:26])=[CH:16][CH:15]=2)=[CH:12][CH:13]=1. The catalyst class is: 131. (5) Reactant: [CH3:1][C:2]([CH3:14])([CH3:13])[CH2:3][O:4][C:5]1[CH:9]=[CH:8][N:7](C(=O)C)[N:6]=1.[OH-].[Na+]. Product: [CH3:1][C:2]([CH3:14])([CH3:13])[CH2:3][O:4][C:5]1[CH:9]=[CH:8][NH:7][N:6]=1. The catalyst class is: 5. (6) Reactant: [CH3:1][CH:2]([CH2:7][C:8]1[NH:9][C:10]2[C:15]([CH:16]=1)=[CH:14][C:13]([O:17][CH2:18][CH2:19][CH2:20][NH:21][C:22]1[CH:27]=[CH:26][CH:25]=[CH:24][N:23]=1)=[CH:12][CH:11]=2)[C:3]([O:5]C)=[O:4].[OH-].[Na+]. Product: [CH3:1][CH:2]([CH2:7][C:8]1[NH:9][C:10]2[C:15]([CH:16]=1)=[CH:14][C:13]([O:17][CH2:18][CH2:19][CH2:20][NH:21][C:22]1[CH:27]=[CH:26][CH:25]=[CH:24][N:23]=1)=[CH:12][CH:11]=2)[C:3]([OH:5])=[O:4]. The catalyst class is: 24.